This data is from Full USPTO retrosynthesis dataset with 1.9M reactions from patents (1976-2016). The task is: Predict the reactants needed to synthesize the given product. (1) The reactants are: C([N:8]1[CH2:11][CH:10]([C:12]([OH:14])=O)[CH2:9]1)(OC(C)(C)C)=O.F[P-](F)(F)(F)(F)F.N1(OC(N(C)C)=[N+](C)C)C2[N:27]=[CH:28][CH:29]=[CH:30]C=2N=N1.C1(N)CC1.C(N(CC)C(C)C)(C)C.[ClH:52]. Given the product [Cl-:52].[CH:28]1([NH:27][C:12]([CH:10]2[CH2:9][NH2+:8][CH2:11]2)=[O:14])[CH2:30][CH2:29]1, predict the reactants needed to synthesize it. (2) Given the product [OH:12][C@H:11]([C:13]1[CH:18]=[CH:17][C:16]([N+:19]([O-:21])=[O:20])=[CH:15][CH:14]=1)[CH2:10][N:9]([CH2:8][CH2:7][O:6][C:5]1[CH:22]=[CH:23][C:2]([I:1])=[CH:3][CH:4]=1)[C:24](=[O:25])[O:26][C:27]([CH3:30])([CH3:29])[CH3:28], predict the reactants needed to synthesize it. The reactants are: [I:1][C:2]1[CH:23]=[CH:22][C:5]([O:6][CH2:7][CH2:8][NH:9][CH2:10][C@@H:11]([C:13]2[CH:18]=[CH:17][C:16]([N+:19]([O-:21])=[O:20])=[CH:15][CH:14]=2)[OH:12])=[CH:4][CH:3]=1.[C:24](O[C:24]([O:26][C:27]([CH3:30])([CH3:29])[CH3:28])=[O:25])([O:26][C:27]([CH3:30])([CH3:29])[CH3:28])=[O:25]. (3) Given the product [OH:26][C:21]([CH3:20])([CH2:22][OH:23])[C:24]#[C:25][C:2]1[C:3]([F:19])=[CH:4][C:5]2[O:14][CH2:13][CH2:12][C:11]3[S:10][C:9]([C:15]([NH2:17])=[O:16])=[N:8][C:7]=3[C:6]=2[CH:18]=1, predict the reactants needed to synthesize it. The reactants are: Br[C:2]1[C:3]([F:19])=[CH:4][C:5]2[O:14][CH2:13][CH2:12][C:11]3[S:10][C:9]([C:15]([NH2:17])=[O:16])=[N:8][C:7]=3[C:6]=2[CH:18]=1.[CH3:20][C:21]([OH:26])([C:24]#[CH:25])[CH2:22][OH:23]. (4) Given the product [Cl:9][C:10]1[CH:11]=[C:12]([C:20]2[O:24][N:23]=[C:22]([C:25]3[CH:26]=[CH:27][C:28]([F:41])=[C:29]4[C:33]=3[N:32]([CH3:1])[CH:31]=[C:30]4[CH2:34][CH2:35][C:36]([OH:38])=[O:37])[N:21]=2)[CH:13]=[CH:14][C:15]=1[O:16][CH:17]([CH3:18])[CH3:19], predict the reactants needed to synthesize it. The reactants are: [CH2:1]1N2CCN(CC2)C1.[Cl:9][C:10]1[CH:11]=[C:12]([C:20]2[O:24][N:23]=[C:22]([C:25]3[CH:26]=[CH:27][C:28]([F:41])=[C:29]4[C:33]=3[NH:32][CH:31]=[C:30]4[CH2:34][CH2:35][C:36]([O:38]CC)=[O:37])[N:21]=2)[CH:13]=[CH:14][C:15]=1[O:16][CH:17]([CH3:19])[CH3:18].[OH-].[Na+].Cl. (5) Given the product [Cl:38][C:24]1[C:25]([NH:27][C:28]2[CH:37]=[CH:36][CH:35]=[CH:34][C:29]=2[C:30]([NH:32][CH3:33])=[O:31])=[N:26][C:21]([NH:1][C:2]2[CH:19]=[CH:18][C:5]3[CH2:6][CH2:7][N:8]([CH2:11][C@H:12]([OH:17])[C:13]([F:16])([F:14])[F:15])[CH2:9][CH2:10][C:4]=3[CH:3]=2)=[N:22][CH:23]=1, predict the reactants needed to synthesize it. The reactants are: [NH2:1][C:2]1[CH:19]=[CH:18][C:5]2[CH2:6][CH2:7][N:8]([CH2:11][C@H:12]([OH:17])[C:13]([F:16])([F:15])[F:14])[CH2:9][CH2:10][C:4]=2[CH:3]=1.Cl[C:21]1[N:26]=[C:25]([NH:27][C:28]2[CH:37]=[CH:36][CH:35]=[CH:34][C:29]=2[C:30]([NH:32][CH3:33])=[O:31])[C:24]([Cl:38])=[CH:23][N:22]=1.C12(CS(O)(=O)=O)C(C)(C)C(CC1)CC2=O. (6) Given the product [Br:27][C:13]1[N:5]([CH:1]([CH2:3][CH3:4])[CH3:2])[C:6]2[C:11]([N:12]=1)=[C:10]([C:14]1[N:15]=[CH:16][C:17]([NH2:20])=[N:18][CH:19]=1)[N:9]=[C:8]([N:21]1[CH2:26][CH2:25][O:24][CH2:23][CH2:22]1)[N:7]=2, predict the reactants needed to synthesize it. The reactants are: [CH:1]([N:5]1[CH:13]=[N:12][C:11]2[C:6]1=[N:7][C:8]([N:21]1[CH2:26][CH2:25][O:24][CH2:23][CH2:22]1)=[N:9][C:10]=2[C:14]1[N:15]=[CH:16][C:17]([NH2:20])=[N:18][CH:19]=1)([CH2:3][CH3:4])[CH3:2].[Br:27]N1C(=O)CCC1=O. (7) Given the product [F:38][C:33]1[CH:32]=[C:31]([CH:36]=[CH:35][C:34]=1[CH3:37])[CH2:30][N:13]1[C:14]2=[N:15][C:16]([CH3:20])=[CH:17][CH:18]=[C:19]2[C:11]([C:7]2[N:8]=[N:9][C:10]3[C:2]([CH3:22])([CH3:1])[C:3](=[O:21])[NH:4][C:5]=3[N:6]=2)=[N:12]1, predict the reactants needed to synthesize it. The reactants are: [CH3:1][C:2]1([CH3:22])[C:10]2[N:9]=[N:8][C:7]([C:11]3[C:19]4[C:14](=[N:15][C:16]([CH3:20])=[CH:17][CH:18]=4)[NH:13][N:12]=3)=[N:6][C:5]=2[NH:4][C:3]1=[O:21].C(=O)([O-])[O-].[Cs+].[Cs+].Br[CH2:30][C:31]1[CH:36]=[CH:35][C:34]([CH3:37])=[C:33]([F:38])[CH:32]=1.O.